Dataset: Catalyst prediction with 721,799 reactions and 888 catalyst types from USPTO. Task: Predict which catalyst facilitates the given reaction. Reactant: Br[C:2]1[N:6]2[C:7]3[CH:19]=[CH:18][CH:17]=[N:16][C:8]=3[NH:9][C:10]3[CH:15]=[CH:14][CH:13]=[CH:12][C:11]=3[C:5]2=[N:4][C:3]=1[C:20]1[CH:25]=[CH:24][CH:23]=[CH:22][C:21]=1[CH3:26].C(O)C.C(=O)(O)[O-].[Na+].[F:35][C:36]1[CH:41]=[C:40](B2OC(C)(C)C(C)(C)O2)[CH:39]=[CH:38][C:37]=1[C:51]1([NH:55][C:56](=[O:62])[O:57][C:58]([CH3:61])([CH3:60])[CH3:59])[CH2:54][CH2:53][CH2:52]1. Product: [F:35][C:36]1[CH:41]=[C:40]([C:2]2[N:6]3[C:7]4[CH:19]=[CH:18][CH:17]=[N:16][C:8]=4[NH:9][C:10]4[CH:15]=[CH:14][CH:13]=[CH:12][C:11]=4[C:5]3=[N:4][C:3]=2[C:20]2[CH:25]=[CH:24][CH:23]=[CH:22][C:21]=2[CH3:26])[CH:39]=[CH:38][C:37]=1[C:51]1([NH:55][C:56](=[O:62])[O:57][C:58]([CH3:61])([CH3:59])[CH3:60])[CH2:54][CH2:53][CH2:52]1. The catalyst class is: 11.